Dataset: Catalyst prediction with 721,799 reactions and 888 catalyst types from USPTO. Task: Predict which catalyst facilitates the given reaction. Reactant: N1([C:6]([O:8][C:9]2([CH2:13][C:14]3[CH:19]=[CH:18][CH:17]=[CH:16][CH:15]=3)[CH2:12][CH2:11][CH2:10]2)=[O:7])C=CN=C1.[OH:20][C@H:21]1[CH2:25][N:24]([C:26]([C:28]2[CH:33]=[CH:32][CH:31]=[CH:30][CH:29]=2)=[O:27])[C@@H:23]2[CH2:34][CH2:35][NH:36][C@H:22]12. Product: [C:26]([N:24]1[C@H:23]2[C@H:22]([N:36]([C:6]([O:8][C:9]3([CH2:13][C:14]4[CH:15]=[CH:16][CH:17]=[CH:18][CH:19]=4)[CH2:10][CH2:11][CH2:12]3)=[O:7])[CH2:35][CH2:34]2)[C@@H:21]([OH:20])[CH2:25]1)(=[O:27])[C:28]1[CH:33]=[CH:32][CH:31]=[CH:30][CH:29]=1. The catalyst class is: 4.